From a dataset of Full USPTO retrosynthesis dataset with 1.9M reactions from patents (1976-2016). Predict the reactants needed to synthesize the given product. (1) Given the product [Cl:1][C:2]1[C:3]([F:11])=[C:4]([CH:8]=[CH:9][CH:10]=1)[C:5]([Cl:15])=[O:6], predict the reactants needed to synthesize it. The reactants are: [Cl:1][C:2]1[C:3]([F:11])=[C:4]([CH:8]=[CH:9][CH:10]=1)[C:5](O)=[O:6].C(Cl)(=O)C([Cl:15])=O. (2) Given the product [F:30][C:20]([F:19])([F:29])[C:21]1[N:22]=[CH:23][C:24]([CH2:27][CH2:28][N:12]2[C:7]3[CH2:6][CH2:5][N:4]4[CH:9]([C:8]=3[C:10]3[CH:16]=[CH:15][CH:14]=[N:13][C:11]2=3)[CH2:1][CH2:2][CH2:3]4)=[CH:25][CH:26]=1, predict the reactants needed to synthesize it. The reactants are: [CH2:1]1[CH:9]2[N:4]([CH2:5][CH2:6][C:7]3[NH:12][C:11]4[N:13]=[CH:14][CH:15]=[CH:16][C:10]=4[C:8]=32)[CH2:3][CH2:2]1.[OH-].[K+].[F:19][C:20]([F:30])([F:29])[C:21]1[CH:26]=[CH:25][C:24]([CH:27]=[CH2:28])=[CH:23][N:22]=1. (3) The reactants are: [OH-].[Na+].C([O:5][C:6]([C:8]1[CH:12]=[C:11]([CH2:13][CH2:14][CH:15]([CH3:17])[CH3:16])[NH:10][N:9]=1)=[O:7])C. Given the product [CH3:16][CH:15]([CH3:17])[CH2:14][CH2:13][C:11]1[NH:10][N:9]=[C:8]([C:6]([OH:7])=[O:5])[CH:12]=1, predict the reactants needed to synthesize it. (4) The reactants are: O[C:2]1[CH:17]=[C:16]([OH:18])[CH:15]=[CH:14][C:3]=1[C:4]([C:6]1[CH:11]=[CH:10][C:9]([OH:12])=[CH:8][C:7]=1[OH:13])=O.[Cl-].[NH4+].Cl.[Cl:22][C:23]1[CH:28]=[CH:27][CH:26]=[CH:25][C:24]=1[NH:29][NH2:30]. Given the product [Cl:22][C:23]1[CH:28]=[CH:27][CH:26]=[CH:25][C:24]=1[N:29]1[C:2]2[C:3](=[CH:14][CH:15]=[C:16]([OH:18])[CH:17]=2)[C:4]([C:6]2[CH:11]=[CH:10][C:9]([OH:12])=[CH:8][C:7]=2[OH:13])=[N:30]1, predict the reactants needed to synthesize it.